From a dataset of Forward reaction prediction with 1.9M reactions from USPTO patents (1976-2016). Predict the product of the given reaction. (1) Given the reactants [CH2:1]([N:3]([CH2:29][CH3:30])[CH2:4][CH2:5][CH2:6][O:7][C:8]1[CH:17]=[C:16]2[C:11]([C:12]([S:18][C:19]3[S:20][C:21]([N+:24]([O-])=O)=[CH:22][CH:23]=3)=[CH:13][CH:14]=[N:15]2)=[CH:10][C:9]=1[O:27][CH3:28])[CH3:2].[Cl-].[NH4+].C(O)C, predict the reaction product. The product is: [CH2:29]([N:3]([CH2:1][CH3:2])[CH2:4][CH2:5][CH2:6][O:7][C:8]1[CH:17]=[C:16]2[C:11]([C:12]([S:18][C:19]3[S:20][C:21]([NH2:24])=[CH:22][CH:23]=3)=[CH:13][CH:14]=[N:15]2)=[CH:10][C:9]=1[O:27][CH3:28])[CH3:30]. (2) Given the reactants [Br:1][C:2]1[CH:9]=[CH:8][C:5]([CH:6]=[O:7])=[C:4]([CH3:10])[CH:3]=1.[BH4-].[Na+], predict the reaction product. The product is: [Br:1][C:2]1[CH:9]=[CH:8][C:5]([CH2:6][OH:7])=[C:4]([CH3:10])[CH:3]=1. (3) Given the reactants [CH3:1][O:2][C:3]1[CH:8]=[CH:7][C:6]([C:9](=[O:11])[CH3:10])=[CH:5][CH:4]=1.[C:12]([O:16][CH2:17][CH3:18])(=[O:15])[CH:13]=[O:14], predict the reaction product. The product is: [OH:14][CH:13]([CH2:10][C:9]([C:6]1[CH:7]=[CH:8][C:3]([O:2][CH3:1])=[CH:4][CH:5]=1)=[O:11])[C:12]([O:16][CH2:17][CH3:18])=[O:15]. (4) Given the reactants [CH2:1]([O:8][C:9]1[C:10]([C:19]([O:21][CH3:22])=[O:20])=[N:11][N:12]2[CH2:17][CH2:16][NH:15][C:14](=[O:18])[C:13]=12)[C:2]1[CH:7]=[CH:6][CH:5]=[CH:4][CH:3]=1.[F:23][C:24]1[CH:31]=[CH:30][C:27]([CH2:28]Br)=[CH:26][CH:25]=1, predict the reaction product. The product is: [CH2:1]([O:8][C:9]1[C:10]([C:19]([O:21][CH3:22])=[O:20])=[N:11][N:12]2[CH2:17][CH2:16][N:15]([CH2:28][C:27]3[CH:30]=[CH:31][C:24]([F:23])=[CH:25][CH:26]=3)[C:14](=[O:18])[C:13]=12)[C:2]1[CH:7]=[CH:6][CH:5]=[CH:4][CH:3]=1. (5) Given the reactants [CH2:1]([C:4]1[CH:9]=[CH:8][C:7]([C:10]2[C:14]3[CH2:15][CH2:16][C:17]4[C:22]([C:13]=3[O:12][N:11]=2)=[CH:21][CH:20]=[C:19]([CH:23]=C)[CH:18]=4)=[CH:6][CH:5]=1)[CH2:2][CH3:3].C[N+]1([O-])CC[O:29]CC1.I([O-])(=O)(=O)=O.[Na+], predict the reaction product. The product is: [CH2:1]([C:4]1[CH:5]=[CH:6][C:7]([C:10]2[C:14]3[CH2:15][CH2:16][C:17]4[C:22]([C:13]=3[O:12][N:11]=2)=[CH:21][CH:20]=[C:19]([CH:23]=[O:29])[CH:18]=4)=[CH:8][CH:9]=1)[CH2:2][CH3:3]. (6) The product is: [CH:6]1([C@H:12]([NH:14][CH:1]=[O:2])[CH3:13])[CH2:11][CH2:10][CH2:9][CH2:8][CH2:7]1. Given the reactants [CH:1](OCC)=[O:2].[CH:6]1([C@H:12]([NH2:14])[CH3:13])[CH2:11][CH2:10][CH2:9][CH2:8][CH2:7]1, predict the reaction product. (7) Given the reactants N[C:2]1[CH:11]=[CH:10][CH:9]=[C:8]2[C:3]=1[CH:4]=[CH:5][N:6]([CH:13]1[CH2:15][CH2:14]1)[C:7]2=[O:12].N([O-])=O.[Na+].CS(C)=O.[IH:24].C([O-])([O-])=O.[Na+].[Na+], predict the reaction product. The product is: [CH:13]1([N:6]2[CH:5]=[CH:4][C:3]3[C:8](=[CH:9][CH:10]=[CH:11][C:2]=3[I:24])[C:7]2=[O:12])[CH2:15][CH2:14]1. (8) Given the reactants [O:1]=[C:2]1[N:6]([C:7]2[CH:12]=[CH:11][C:10]([N:13]3[CH2:18][CH2:17][O:16][CH2:15][C:14]3=[O:19])=[CH:9][CH:8]=2)[CH2:5][C@H:4]([CH2:20][N:21]2C(=O)C3C(=CC=CC=3)C2=O)[O:3]1.CN.C(Cl)[Cl:35], predict the reaction product. The product is: [ClH:35].[NH2:21][CH2:20][C@@H:4]1[O:3][C:2](=[O:1])[N:6]([C:7]2[CH:12]=[CH:11][C:10]([N:13]3[CH2:18][CH2:17][O:16][CH2:15][C:14]3=[O:19])=[CH:9][CH:8]=2)[CH2:5]1. (9) Given the reactants [CH:1]([C:4]1[CH:5]=[CH:6][C:7]2[C:12]([NH:13][C:14]3[CH:15]=[C:16]([CH:21]=[CH:22][CH:23]=3)[C:17]([O:19]C)=[O:18])=[N:11][CH:10]=[N:9][C:8]=2[N:24]=1)([CH3:3])[CH3:2].O.[Li+].[OH-].Cl, predict the reaction product. The product is: [CH:1]([C:4]1[CH:5]=[CH:6][C:7]2[C:12]([NH:13][C:14]3[CH:15]=[C:16]([CH:21]=[CH:22][CH:23]=3)[C:17]([OH:19])=[O:18])=[N:11][CH:10]=[N:9][C:8]=2[N:24]=1)([CH3:3])[CH3:2].